This data is from Full USPTO retrosynthesis dataset with 1.9M reactions from patents (1976-2016). The task is: Predict the reactants needed to synthesize the given product. (1) Given the product [CH3:15][O:14][C:12]([NH:3][C@@H:4]([CH:5]([CH3:7])[CH3:6])[C:8]([OH:10])=[O:9])=[O:13], predict the reactants needed to synthesize it. The reactants are: [OH-].[Na+].[NH2:3][C@H:4]([C:8]([OH:10])=[O:9])[CH:5]([CH3:7])[CH3:6].Cl[C:12]([O:14][CH3:15])=[O:13].C1C=C2C(C(O)(O)C(=O)C2=CC=1)=O.OS(O)(=O)=O. (2) Given the product [Br:1][C:2]1[C:3]([CH2:11][OH:15])=[N:4][C:5]([Cl:9])=[CH:6][C:7]=1[CH3:8], predict the reactants needed to synthesize it. The reactants are: [Br:1][C:2]1[C:3]([CH3:11])=[N+:4]([O-])[C:5]([Cl:9])=[CH:6][C:7]=1[CH3:8].FC(F)(F)C(OC(=O)C(F)(F)F)=[O:15].C([O-])([O-])=O.[K+].[K+]. (3) Given the product [NH2:18][C:17]1[NH:25][N:24]=[C:15]([C:12]2[CH:13]=[CH:14][C:9]([O:8][CH2:1][C:2]3[CH:7]=[CH:6][CH:5]=[CH:4][CH:3]=3)=[CH:10][CH:11]=2)[C:16]=1[C:19]#[N:20], predict the reactants needed to synthesize it. The reactants are: [CH2:1]([O:8][C:9]1[CH:14]=[CH:13][C:12]([C:15](OC)=[C:16]([C:19]#[N:20])[C:17]#[N:18])=[CH:11][CH:10]=1)[C:2]1[CH:7]=[CH:6][CH:5]=[CH:4][CH:3]=1.O.[NH2:24][NH2:25]. (4) Given the product [Cl:1][C:2]1[C:18]([N:19]=[C:21]=[S:22])=[C:17]([Cl:20])[CH:16]=[CH:15][C:3]=1[CH2:4][NH:5][C:6]([C:8]1([C:11]([F:13])([F:14])[F:12])[CH2:10][CH2:9]1)=[O:7], predict the reactants needed to synthesize it. The reactants are: [Cl:1][C:2]1[C:18]([NH2:19])=[C:17]([Cl:20])[CH:16]=[CH:15][C:3]=1[CH2:4][NH:5][C:6]([C:8]1([C:11]([F:14])([F:13])[F:12])[CH2:10][CH2:9]1)=[O:7].[C:21](N1C=CC=CC1=O)(N1C=CC=CC1=O)=[S:22]. (5) Given the product [O:9]1[CH2:10][CH2:11][O:7][CH:8]1[CH2:12]/[CH:13]=[CH:33]/[C:35]1[CH:36]=[C:37]2[C:41](=[CH:42][CH:43]=1)[N:40]([C:44]([O:46][C:47]([CH3:50])([CH3:49])[CH3:48])=[O:45])[CH:39]=[CH:38]2, predict the reactants needed to synthesize it. The reactants are: C([Li])CCC.[Br-].[O:7]1[CH2:11][CH2:10][O:9][CH:8]1[CH2:12][CH2:13][P+](C1C=CC=CC=1)(C1C=CC=CC=1)C1C=CC=CC=1.[CH:33]([C:35]1[CH:36]=[C:37]2[C:41](=[CH:42][CH:43]=1)[N:40]([C:44]([O:46][C:47]([CH3:50])([CH3:49])[CH3:48])=[O:45])[CH:39]=[CH:38]2)=O.